This data is from Forward reaction prediction with 1.9M reactions from USPTO patents (1976-2016). The task is: Predict the product of the given reaction. (1) Given the reactants C(OC(=O)[NH:7][CH:8]1[CH2:13][CH2:12][CH:11]([CH2:14][N:15]2[C:23]3[C:18](=[CH:19][CH:20]=[CH:21][CH:22]=3)[C:17]([CH3:25])([CH3:24])[C:16]2=[O:26])[CH2:10][CH2:9]1)(C)(C)C.Cl.O1CCOCC1, predict the reaction product. The product is: [NH2:7][CH:8]1[CH2:9][CH2:10][CH:11]([CH2:14][N:15]2[C:23]3[C:18](=[CH:19][CH:20]=[CH:21][CH:22]=3)[C:17]([CH3:24])([CH3:25])[C:16]2=[O:26])[CH2:12][CH2:13]1. (2) Given the reactants FC(F)(F)[C:3]([OH:5])=[O:4].[N:8]1([C:14]2[CH:15]=[C:16]([C:20](=[O:22])[CH3:21])[CH:17]=[CH:18][CH:19]=2)[CH2:13][CH2:12][NH:11][CH2:10][CH2:9]1.[C:23]([O:27][C:28](=[O:39])/[CH:29]=[CH:30]/[C:31]1[CH:36]=[CH:35][CH:34]=[C:33]([CH:37]=O)[N:32]=1)([CH3:26])([CH3:25])[CH3:24].[OH-].[K+], predict the reaction product. The product is: [C:23]([O:27][C:28](=[O:39])/[CH:29]=[CH:30]/[C:31]1[CH:36]=[CH:35][CH:34]=[C:33](/[CH:37]=[CH:21]/[C:20]([C:16]2[CH:17]=[CH:18][CH:19]=[C:14]([N:8]3[CH2:13][CH2:12][N:11]([C:3]([O:5][C:16]([CH3:20])([CH3:17])[CH3:15])=[O:4])[CH2:10][CH2:9]3)[CH:15]=2)=[O:22])[N:32]=1)([CH3:26])([CH3:25])[CH3:24]. (3) The product is: [CH3:7][C:6]([CH3:8])=[CH2:5].[CH3:13][C:11]([CH:10]=[CH2:9])=[CH2:12]. Given the reactants [Al+3].[Cl-].[Cl-].[Cl-].[CH3:5][C:6](=[CH2:8])[CH3:7].[CH2:9]=[CH:10][C:11](=[CH2:13])[CH3:12], predict the reaction product. (4) Given the reactants NC1C=CC(C2C3C(=NC=NC=3N)N([C@H]3CC[C@@H](N4CCN(C)CC4)CC3)N=2)=CC=1.[NH2:31][C:32]1[C:37]([OH:38])=[CH:36][CH:35]=[C:34]([CH3:39])[CH:33]=1.[NH2:40][C:41]1[N:46]=[CH:45][N:44]=[C:43]2[N:47]([C@H:67]3[CH2:72][CH2:71][C@@H:70]([N:73]4[CH2:78][CH2:77][N:76]([CH3:79])[CH2:75][CH2:74]4)[CH2:69][CH2:68]3)[N:48]=[C:49]([C:50]3[CH:55]=[CH:54][C:53]([NH:56][C:57]4OC5C=CC=C(C)C=5N=4)=[CH:52][CH:51]=3)[C:42]=12, predict the reaction product. The product is: [NH2:40][C:41]1[N:46]=[CH:45][N:44]=[C:43]2[N:47]([C@H:67]3[CH2:72][CH2:71][C@@H:70]([N:73]4[CH2:74][CH2:75][N:76]([CH3:79])[CH2:77][CH2:78]4)[CH2:69][CH2:68]3)[N:48]=[C:49]([C:50]3[CH:55]=[CH:54][C:53]([NH:56][C:57]4[O:38][C:37]5[CH:36]=[CH:35][C:34]([CH3:39])=[CH:33][C:32]=5[N:31]=4)=[CH:52][CH:51]=3)[C:42]=12. (5) Given the reactants [CH2:1]([S:8]([NH:11][C:12]([CH:14]1[CH2:19][CH2:18][N:17]([C:20]2[CH:30]=[CH:29][C:23]([C:24]([O:26][CH2:27][CH3:28])=[O:25])=[C:22]([Cl:31])[N:21]=2)[CH2:16][CH2:15]1)=[O:13])(=[O:10])=[O:9])[C:2]1[CH:7]=[CH:6][CH:5]=[CH:4][CH:3]=1.C1C(=O)N([Cl:39])C(=O)C1, predict the reaction product. The product is: [CH2:1]([S:8]([NH:11][C:12]([CH:14]1[CH2:15][CH2:16][N:17]([C:20]2[C:30]([Cl:39])=[CH:29][C:23]([C:24]([O:26][CH2:27][CH3:28])=[O:25])=[C:22]([Cl:31])[N:21]=2)[CH2:18][CH2:19]1)=[O:13])(=[O:9])=[O:10])[C:2]1[CH:7]=[CH:6][CH:5]=[CH:4][CH:3]=1.